Dataset: Reaction yield outcomes from USPTO patents with 853,638 reactions. Task: Predict the reaction yield, written as a fraction of the theoretical maximum amount of product (1.0 means a 100% yield; for example, 0.34 means a 34% yield). (1) The reactants are C[O:2][C:3]([C:5]1[N:6]=[CH:7][S:8][C:9]=1[CH:10]1[CH2:12][CH2:11]1)=O.[H-].[Al+3].[Li+].[H-].[H-].[H-].O. The catalyst is O1CCCC1.C(OCC)(=O)C.[Cl-].[Na+].O. The product is [CH:10]1([C:9]2[S:8][CH:7]=[N:6][C:5]=2[CH2:3][OH:2])[CH2:12][CH2:11]1. The yield is 0.690. (2) The reactants are [O:1]=[C:2]1[C:5]2([CH2:9][CH2:8][CH2:7][N:6]2[C:10]([O:12][CH2:13][C:14]2[CH:19]=[CH:18][CH:17]=[CH:16][CH:15]=2)=[O:11])[CH2:4][NH:3]1.C([O-])([O-])=O.[Cs+].[Cs+].Br[CH2:27][C:28]([O:30][CH2:31][CH3:32])=[O:29]. The catalyst is C(#N)C. The product is [CH2:31]([O:30][C:28](=[O:29])[CH2:27][N:3]1[CH2:4][C:5]2([CH2:9][CH2:8][CH2:7][N:6]2[C:10]([O:12][CH2:13][C:14]2[CH:19]=[CH:18][CH:17]=[CH:16][CH:15]=2)=[O:11])[C:2]1=[O:1])[CH3:32]. The yield is 0.786. (3) The reactants are [H-].[Na+].[F:3][C:4]1[CH:5]=[CH:6][C:7]([NH2:10])=[N:8][CH:9]=1.[CH3:11]I. The catalyst is O1CCCC1. The product is [F:3][C:4]1[CH:5]=[CH:6][C:7]([NH:10][CH3:11])=[N:8][CH:9]=1. The yield is 0.230. (4) The reactants are [F:1][C:2]1[CH:7]=[CH:6][C:5]([S:8]([NH:11][C:12]2[CH:13]=[CH:14][CH:15]=[C:16]3[C:21]=2[N:20]=[CH:19][CH:18]=[CH:17]3)(=[O:10])=[O:9])=[C:4]([N+:22]([O-])=O)[CH:3]=1.O.O.[Sn](Cl)Cl. No catalyst specified. The product is [NH2:22][C:4]1[CH:3]=[C:2]([F:1])[CH:7]=[CH:6][C:5]=1[S:8]([NH:11][C:12]1[CH:13]=[CH:14][CH:15]=[C:16]2[C:21]=1[N:20]=[CH:19][CH:18]=[CH:17]2)(=[O:9])=[O:10]. The yield is 0.900. (5) The reactants are C([O:3][P:4]([CH2:9][NH:10][C:11](=[O:38])[CH2:12][CH2:13][C:14]([CH3:37])=[CH:15][CH2:16][C:17]1[C:18]([O:30]CC[Si](C)(C)C)=[C:19]2[C:23](=[C:24]([CH3:28])[C:25]=1[O:26][CH3:27])[CH2:22][O:21][C:20]2=[O:29])(=[O:8])[O:5]CC)C.C[Si](Br)(C)C.N1C(C)=CC=CC=1C. The catalyst is C(#N)C. The product is [OH:30][C:18]1[C:17]([CH2:16][CH:15]=[C:14]([CH3:37])[CH2:13][CH2:12][C:11]([NH:10][CH2:9][P:4](=[O:3])([OH:8])[OH:5])=[O:38])=[C:25]([O:26][CH3:27])[C:24]([CH3:28])=[C:23]2[C:19]=1[C:20](=[O:29])[O:21][CH2:22]2. The yield is 0.0900. (6) The reactants are N.[Li].[CH3:3][C@@:4]12[CH2:17][CH2:16][C:15](=[O:18])[CH:14]=[C:13]1[CH2:12][CH2:11][C@H:10]1[C@H:5]2[CH2:6][C@@H:7]2[CH2:21][CH2:20][C@H:19]([OH:22])[C@@:8]2([CH3:23])[CH2:9]1.[NH4+].[Cl-]. The catalyst is C1COCC1. The product is [CH3:3][C@@:4]12[CH2:17][CH2:16][C:15](=[O:18])[CH2:14][C@H:13]1[CH2:12][CH2:11][C@H:10]1[C@H:5]2[CH2:6][C@@H:7]2[CH2:21][CH2:20][C@H:19]([OH:22])[C@@:8]2([CH3:23])[CH2:9]1. The yield is 0.870. (7) The reactants are [F:1][C:2]([F:13])([F:12])[C:3]1[CH:11]=[CH:10][C:6]([C:7](=[S:9])[NH2:8])=[CH:5][CH:4]=1.Br[CH2:15][C:16](=O)[C:17]([O:19][CH2:20][CH3:21])=[O:18]. The catalyst is C1COCC1.C(OCC)(=O)C. The product is [F:13][C:2]([F:12])([F:1])[C:3]1[CH:11]=[CH:10][C:6]([C:7]2[S:9][CH:15]=[C:16]([C:17]([O:19][CH2:20][CH3:21])=[O:18])[N:8]=2)=[CH:5][CH:4]=1. The yield is 0.570. (8) The reactants are [OH:1][CH:2]([CH3:17])[CH2:3][N:4]1[C:12]2[CH:13]=[C:14]([OH:16])[CH:15]=[C:10]3[C:11]=2[C:6]([CH2:7][CH2:8][CH2:9]3)=[N:5]1.C([O-])([O-])=O.[K+].[K+].[CH2:24](Br)[C:25]1[CH:30]=[CH:29][CH:28]=[CH:27][CH:26]=1. The catalyst is C(O)C. The product is [CH2:24]([O:16][C:14]1[CH:15]=[C:10]2[CH2:9][CH2:8][CH2:7][C:6]3=[N:5][N:4]([CH2:3][CH:2]([OH:1])[CH3:17])[C:12]([CH:13]=1)=[C:11]23)[C:25]1[CH:30]=[CH:29][CH:28]=[CH:27][CH:26]=1. The yield is 0.470. (9) The reactants are [O:1]1[C:3]2([CH2:6][N:5](C(OC(C)(C)C)=O)[CH2:4]2)[CH2:2]1.[NH:14]1[CH2:19][CH2:18][O:17][CH2:16][CH2:15]1. The catalyst is C1COCC1. The product is [N:14]1([CH2:2][C:3]2([OH:1])[CH2:4][NH:5][CH2:6]2)[CH2:19][CH2:18][O:17][CH2:16][CH2:15]1. The yield is 0.240.